Predict the reaction yield, written as a fraction of the theoretical maximum amount of product (1.0 means a 100% yield; for example, 0.34 means a 34% yield). From a dataset of Reaction yield outcomes from USPTO patents with 853,638 reactions. The yield is 0.500. The product is [F:19][C:20]([F:28])=[CH:21][CH:22]1[CH2:26][N:25]([CH2:2][C:3]2[C:4]([C:13]3[CH:18]=[CH:17][CH:16]=[CH:15][CH:14]=3)=[N:5][N:6]3[CH:11]=[C:10]([CH3:12])[CH:9]=[N:8][C:7]=23)[C:24](=[O:27])[CH2:23]1. The catalyst is O. The reactants are Cl[CH2:2][C:3]1[C:4]([C:13]2[CH:18]=[CH:17][CH:16]=[CH:15][CH:14]=2)=[N:5][N:6]2[CH:11]=[C:10]([CH3:12])[CH:9]=[N:8][C:7]=12.[F:19][C:20]([F:28])=[CH:21][CH:22]1[CH2:26][NH:25][C:24](=[O:27])[CH2:23]1.CN(C=O)C.[H-].[Na+].